Dataset: NCI-60 drug combinations with 297,098 pairs across 59 cell lines. Task: Regression. Given two drug SMILES strings and cell line genomic features, predict the synergy score measuring deviation from expected non-interaction effect. (1) Drug 1: CC1=CC=C(C=C1)C2=CC(=NN2C3=CC=C(C=C3)S(=O)(=O)N)C(F)(F)F. Drug 2: COC1=C2C(=CC3=C1OC=C3)C=CC(=O)O2. Cell line: SF-295. Synergy scores: CSS=-0.918, Synergy_ZIP=-0.0106, Synergy_Bliss=-1.81, Synergy_Loewe=-1.83, Synergy_HSA=-2.71. (2) Drug 1: C(=O)(N)NO. Drug 2: CCCCC(=O)OCC(=O)C1(CC(C2=C(C1)C(=C3C(=C2O)C(=O)C4=C(C3=O)C=CC=C4OC)O)OC5CC(C(C(O5)C)O)NC(=O)C(F)(F)F)O. Cell line: NCI-H460. Synergy scores: CSS=38.7, Synergy_ZIP=-0.550, Synergy_Bliss=-2.45, Synergy_Loewe=-18.0, Synergy_HSA=-1.93. (3) Drug 1: CCCS(=O)(=O)NC1=C(C(=C(C=C1)F)C(=O)C2=CNC3=C2C=C(C=N3)C4=CC=C(C=C4)Cl)F. Drug 2: C1=NC2=C(N1)C(=S)N=C(N2)N. Cell line: A498. Synergy scores: CSS=16.3, Synergy_ZIP=-3.12, Synergy_Bliss=-0.146, Synergy_Loewe=-3.03, Synergy_HSA=-0.649. (4) Drug 1: CC1=C2C(C(=O)C3(C(CC4C(C3C(C(C2(C)C)(CC1OC(=O)C(C(C5=CC=CC=C5)NC(=O)OC(C)(C)C)O)O)OC(=O)C6=CC=CC=C6)(CO4)OC(=O)C)O)C)O. Drug 2: CCN(CC)CCCC(C)NC1=C2C=C(C=CC2=NC3=C1C=CC(=C3)Cl)OC. Cell line: HCT-15. Synergy scores: CSS=17.7, Synergy_ZIP=11.9, Synergy_Bliss=13.1, Synergy_Loewe=7.08, Synergy_HSA=5.26. (5) Drug 1: C1CCC(C(C1)[NH-])[NH-].C(=O)(C(=O)[O-])[O-].[Pt+4]. Drug 2: CCC1=C2N=C(C=C(N2N=C1)NCC3=C[N+](=CC=C3)[O-])N4CCCCC4CCO. Cell line: T-47D. Synergy scores: CSS=27.1, Synergy_ZIP=-6.57, Synergy_Bliss=-3.66, Synergy_Loewe=-4.99, Synergy_HSA=-0.675. (6) Drug 1: COC1=CC(=CC(=C1O)OC)C2C3C(COC3=O)C(C4=CC5=C(C=C24)OCO5)OC6C(C(C7C(O6)COC(O7)C8=CC=CS8)O)O. Drug 2: C1=NC2=C(N=C(N=C2N1C3C(C(C(O3)CO)O)O)F)N. Cell line: HL-60(TB). Synergy scores: CSS=58.7, Synergy_ZIP=-5.47, Synergy_Bliss=-9.93, Synergy_Loewe=-10.9, Synergy_HSA=-9.01. (7) Drug 1: CC1OCC2C(O1)C(C(C(O2)OC3C4COC(=O)C4C(C5=CC6=C(C=C35)OCO6)C7=CC(=C(C(=C7)OC)O)OC)O)O. Drug 2: C(CCl)NC(=O)N(CCCl)N=O. Cell line: SK-OV-3. Synergy scores: CSS=13.4, Synergy_ZIP=-4.79, Synergy_Bliss=2.82, Synergy_Loewe=-10.2, Synergy_HSA=1.62. (8) Drug 1: C1=CC=C(C=C1)NC(=O)CCCCCCC(=O)NO. Drug 2: CC12CCC3C(C1CCC2O)C(CC4=C3C=CC(=C4)O)CCCCCCCCCS(=O)CCCC(C(F)(F)F)(F)F. Cell line: HCT116. Synergy scores: CSS=14.1, Synergy_ZIP=-5.56, Synergy_Bliss=-3.12, Synergy_Loewe=2.90, Synergy_HSA=0.868.